Dataset: Full USPTO retrosynthesis dataset with 1.9M reactions from patents (1976-2016). Task: Predict the reactants needed to synthesize the given product. The reactants are: Br[C:2]1[CH:3]=[C:4]([C:8]2[CH:13]=[C:12]([C:14]3[CH:19]=[CH:18][C:17]([C:20]([F:23])([F:22])[F:21])=[CH:16][CH:15]=3)[CH:11]=[C:10]([CH:24]3[CH2:26][CH2:25]3)[N:9]=2)[CH:5]=[N:6][CH:7]=1.[NH2:27][C:28]1[CH:33]=[CH:32][C:31](B2OC(C)(C)C(C)(C)O2)=[CH:30][N:29]=1. Given the product [CH:24]1([C:10]2[N:9]=[C:8]([C:4]3[CH:5]=[N:6][CH:7]=[C:2]([C:31]4[CH:30]=[N:29][C:28]([NH2:27])=[CH:33][CH:32]=4)[CH:3]=3)[CH:13]=[C:12]([C:14]3[CH:19]=[CH:18][C:17]([C:20]([F:23])([F:22])[F:21])=[CH:16][CH:15]=3)[CH:11]=2)[CH2:26][CH2:25]1, predict the reactants needed to synthesize it.